This data is from Reaction yield outcomes from USPTO patents with 853,638 reactions. The task is: Predict the reaction yield, written as a fraction of the theoretical maximum amount of product (1.0 means a 100% yield; for example, 0.34 means a 34% yield). The reactants are [Br:1][C:2]1[CH:29]=[CH:28][C:5]2[C:6]3[N:7]([CH:11]=[C:12]([C:14]([N:16]=[C:17](SC)[NH:18][C:19]([O:21]C(C)(C)C)=[O:20])=O)[N:13]=3)[CH2:8][CH2:9][O:10][C:4]=2[CH:3]=1.Cl.[Cl:31][C:32]1[CH:37]=[CH:36][CH:35]=[CH:34][C:33]=1[NH:38][NH2:39]. The catalyst is CC(O)=O. The product is [Br:1][C:2]1[CH:29]=[CH:28][C:5]2[C:6]3[N:7]([CH:11]=[C:12]([C:14]4[N:38]([C:33]5[CH:34]=[CH:35][CH:36]=[CH:37][C:32]=5[Cl:31])[N:39]=[C:17]([NH:18][C:19](=[O:20])[OH:21])[N:16]=4)[N:13]=3)[CH2:8][CH2:9][O:10][C:4]=2[CH:3]=1. The yield is 0.600.